From a dataset of Reaction yield outcomes from USPTO patents with 853,638 reactions. Predict the reaction yield, written as a fraction of the theoretical maximum amount of product (1.0 means a 100% yield; for example, 0.34 means a 34% yield). (1) The reactants are [OH-].[Na+].[SH:3][C:4]1[CH:12]=[CH:11][C:7]([C:8]([OH:10])=[O:9])=[CH:6][CH:5]=1.C(=O)([O-])[O-].[K+].[K+].Cl[CH2:20][C:21]#[N:22]. The catalyst is O. The product is [C:21]([CH2:20][S:3][C:4]1[CH:12]=[CH:11][C:7]([C:8]([OH:10])=[O:9])=[CH:6][CH:5]=1)#[N:22]. The yield is 0.880. (2) The reactants are [S:1]1[CH:5]=[CH:4][CH:3]=[C:2]1[C:6]1[C:11]([C:12]2[CH:17]=[CH:16][N:15]=[CH:14][CH:13]=2)=[CH:10][C:9]([NH2:18])=[C:8]([NH2:19])[N:7]=1.[C:20](C1NC=CN=1)(C1NC=CN=1)=[O:21]. The catalyst is O1CCOCC1. The product is [N:15]1[CH:16]=[CH:17][C:12]([C:11]2[CH:10]=[C:9]3[NH:18][C:20](=[O:21])[NH:19][C:8]3=[N:7][C:6]=2[C:2]2[S:1][CH:5]=[CH:4][CH:3]=2)=[CH:13][CH:14]=1. The yield is 0.700. (3) The reactants are [O:1]=[C:2]1[CH:11]=[N:10][C:9]2[C:4](=[CH:5][CH:6]=[C:7]([C:12]([OH:14])=O)[CH:8]=2)[NH:3]1.[CH2:15]1[C@H:24]2[C@H:19]([CH2:20][CH2:21][C:22]3[CH:28]=[CH:27][CH:26]=[CH:25][C:23]=32)[NH:18][CH2:17][CH2:16]1.F[P-](F)(F)(F)(F)F.N1(OC(N(C)C)=[N+](C)C)C2N=CC=CC=2N=N1. No catalyst specified. The product is [CH2:15]1[C@H:24]2[C@H:19]([CH2:20][CH2:21][C:22]3[CH:28]=[CH:27][CH:26]=[CH:25][C:23]=32)[N:18]([C:12]([C:7]2[CH:8]=[C:9]3[C:4](=[CH:5][CH:6]=2)[NH:3][C:2](=[O:1])[CH:11]=[N:10]3)=[O:14])[CH2:17][CH2:16]1. The yield is 0.190. (4) The reactants are F[P-](F)(F)(F)(F)F.N1(O[P+](N(C)C)(N(C)C)N(C)C)C2C=CC=CC=2N=N1.[CH3:28][O:29][C:30]1[CH:31]=[C:32]2[C:36](=[CH:37][CH:38]=1)[NH:35][C:34]([C:39]([OH:41])=O)=[CH:33]2.CCN(C(C)C)C(C)C.[NH2:51][C:52]([CH3:56])([CH3:55])[CH2:53][OH:54].Cl. The catalyst is CN(C=O)C. The product is [OH:54][CH2:53][C:52]([NH:51][C:39]([C:34]1[NH:35][C:36]2[C:32]([CH:33]=1)=[CH:31][C:30]([O:29][CH3:28])=[CH:38][CH:37]=2)=[O:41])([CH3:56])[CH3:55]. The yield is 0.650. (5) The reactants are Cl[C:2]1[C:3]2[CH:24]=[CH:23][C:22](=[O:25])[N:21]([C:26]3[C:31]([F:32])=[CH:30][CH:29]=[CH:28][C:27]=3[F:33])[C:4]=2[N:5]=[C:6]([N:8]2[CH2:13][CH2:12][CH:11]([N:14]3[CH2:19][CH2:18][CH:17]([CH3:20])[CH2:16][CH2:15]3)[CH2:10][CH2:9]2)[N:7]=1.C[C:35]1[C:40]([C:41]([OH:43])=[O:42])=[CH:39][C:38](B2OC(C)(C)C(C)(C)O2)=[CH:37][CH:36]=1.[C:53](=O)([O-])[O-].[K+].[K+]. The catalyst is O1CCOCC1.O.C1C=CC([P]([Pd]([P](C2C=CC=CC=2)(C2C=CC=CC=2)C2C=CC=CC=2)([P](C2C=CC=CC=2)(C2C=CC=CC=2)C2C=CC=CC=2)[P](C2C=CC=CC=2)(C2C=CC=CC=2)C2C=CC=CC=2)(C2C=CC=CC=2)C2C=CC=CC=2)=CC=1. The product is [F:32][C:31]1[CH:30]=[CH:29][CH:28]=[C:27]([F:33])[C:26]=1[N:21]1[C:4]2[N:5]=[C:6]([N:8]3[CH2:13][CH2:12][CH:11]([N:14]4[CH2:19][CH2:18][CH:17]([CH3:20])[CH2:16][CH2:15]4)[CH2:10][CH2:9]3)[N:7]=[C:2]([C:38]3[CH:39]=[C:40]([CH:35]=[CH:36][C:37]=3[CH3:53])[C:41]([OH:43])=[O:42])[C:3]=2[CH:24]=[CH:23][C:22]1=[O:25]. The yield is 0.680.